Predict the reaction yield, written as a fraction of the theoretical maximum amount of product (1.0 means a 100% yield; for example, 0.34 means a 34% yield). From a dataset of Reaction yield outcomes from USPTO patents with 853,638 reactions. (1) The reactants are [CH:1]1([CH2:4][NH:5][C:6]2[CH:11]=[CH:10][C:9]([S:12]([CH:15]([CH3:17])[CH3:16])(=[O:14])=[O:13])=[CH:8][C:7]=2[N+:18]([O-])=O)[CH2:3][CH2:2]1. The catalyst is CO.C(OCC)(=O)C.[C].[Pd]. The product is [NH2:18][C:7]1[CH:8]=[C:9]([S:12]([CH:15]([CH3:17])[CH3:16])(=[O:13])=[O:14])[CH:10]=[CH:11][C:6]=1[NH:5][CH2:4][CH:1]1[CH2:3][CH2:2]1. The yield is 0.980. (2) The reactants are [OH-].[K+].C([O:5][C:6](=[O:31])[C:7]([CH2:22][CH2:23][CH2:24][CH2:25][C:26]([CH3:30])([CH3:29])[CH2:27][OH:28])([CH2:13][CH2:14][CH2:15][CH2:16][C:17]([CH3:21])([CH3:20])[CH2:18][OH:19])[C:8]([O:10]CC)=[O:9])C. The catalyst is O.C(O)C. The product is [OH:28][CH2:27][C:26]([CH3:30])([CH3:29])[CH2:25][CH2:24][CH2:23][CH2:22][C:7]([CH2:13][CH2:14][CH2:15][CH2:16][C:17]([CH3:21])([CH3:20])[CH2:18][OH:19])([C:8]([OH:10])=[O:9])[C:6]([OH:31])=[O:5]. The yield is 0.820. (3) The reactants are [CH2:1]([C:5]1[N:10]2[N:11]=[CH:12][N:13]=[C:9]2[N:8]([CH:14]2[CH2:19][CH2:18][CH:17]([OH:20])[CH2:16][CH2:15]2)[C:7](=[O:21])[C:6]=1[CH2:22][C:23]1[CH:28]=[CH:27][C:26]([C:29]2[C:30]([C:35]#[N:36])=[CH:31][CH:32]=[CH:33][CH:34]=2)=[CH:25][CH:24]=1)[CH2:2][CH2:3][CH3:4].[N+](=CC(OCC)=[O:41])=[N-].[C:45]1([CH3:51])[CH:50]=CC=C[CH:46]=1. The catalyst is C([O-])(=O)C.[Rh+]. The product is [CH2:1]([C:5]1[N:10]2[N:11]=[CH:12][N:13]=[C:9]2[N:8]([C@H:14]2[CH2:19][CH2:18][C@H:17]([O:20][CH2:46][C:45]([OH:41])([CH3:51])[CH3:50])[CH2:16][CH2:15]2)[C:7](=[O:21])[C:6]=1[CH2:22][C:23]1[CH:28]=[CH:27][C:26]([C:29]2[C:30]([C:35]#[N:36])=[CH:31][CH:32]=[CH:33][CH:34]=2)=[CH:25][CH:24]=1)[CH2:2][CH2:3][CH3:4]. The yield is 0.310. (4) The yield is 0.650. No catalyst specified. The reactants are [CH2:1]([O:3][C:4]1[C:12]2[O:11][CH:10]([CH3:13])[CH2:9][C:8]=2[C:7]([CH3:14])=[C:6]([N:15]2[CH2:20][CH2:19][NH:18][CH2:17][CH2:16]2)[C:5]=1[CH3:21])[CH3:2].Br[C:23]1[CH:28]=[CH:27][C:26]([O:29][CH2:30][CH3:31])=[CH:25][CH:24]=1. The product is [CH2:30]([O:29][C:26]1[CH:27]=[CH:28][C:23]([N:18]2[CH2:19][CH2:20][N:15]([C:6]3[C:5]([CH3:21])=[C:4]([O:3][CH2:1][CH3:2])[C:12]4[O:11][CH:10]([CH3:13])[CH2:9][C:8]=4[C:7]=3[CH3:14])[CH2:16][CH2:17]2)=[CH:24][CH:25]=1)[CH3:31]. (5) The yield is 0.400. The product is [NH2:58][C:2]1[CH:15]=[C:14]2[C:5]([O:6][CH:7]3[CH:12]([C:13]42[CH2:19][O:18][C:17]([NH:20][C:21](=[O:27])[O:22][C:23]([CH3:26])([CH3:25])[CH3:24])=[N:16]4)[CH2:11][CH2:10][CH2:9][CH2:8]3)=[CH:4][CH:3]=1. The catalyst is CCOC(C)=O.Cl.C1C=CC(/C=C/C(/C=C/C2C=CC=CC=2)=O)=CC=1.C1C=CC(/C=C/C(/C=C/C2C=CC=CC=2)=O)=CC=1.C1C=CC(/C=C/C(/C=C/C2C=CC=CC=2)=O)=CC=1.[Pd].[Pd].C1(C)C=CC=CC=1. The reactants are Br[C:2]1[CH:15]=[C:14]2[C:5]([O:6][CH:7]3[CH:12]([C:13]42[CH2:19][O:18][C:17]([NH:20][C:21](=[O:27])[O:22][C:23]([CH3:26])([CH3:25])[CH3:24])=[N:16]4)[CH2:11][CH2:10][CH2:9][CH2:8]3)=[CH:4][CH:3]=1.C1(C2C=CC=CC=2)C=CC=CC=1P(C1CCCCC1)C1CCCCC1.[Li+].C[Si]([N-:58][Si](C)(C)C)(C)C.C(=O)([O-])[O-].[K+].[K+]. (6) The reactants are Cl[C:2]1[N:3]=[C:4]([NH:11][C:12]2[CH:17]=[CH:16][C:15]([O:18][CH3:19])=[C:14]([O:20][CH3:21])[CH:13]=2)[C:5]2[N:10]=[CH:9][S:8][C:6]=2[N:7]=1.[O:22]=[C:23]1[CH:28]=[C:27]([CH2:29][CH2:30][NH:31][C:32](=[O:48])[C:33]2[CH:38]=[CH:37][C:36](B3OC(C)(C)C(C)(C)O3)=[CH:35][CH:34]=2)[CH:26]=[CH:25][NH:24]1.C([O-])([O-])=O.[Na+].[Na+]. The catalyst is O1CCOCC1.O.C1C=CC([P]([Pd]([P](C2C=CC=CC=2)(C2C=CC=CC=2)C2C=CC=CC=2)([P](C2C=CC=CC=2)(C2C=CC=CC=2)C2C=CC=CC=2)[P](C2C=CC=CC=2)(C2C=CC=CC=2)C2C=CC=CC=2)(C2C=CC=CC=2)C2C=CC=CC=2)=CC=1. The product is [CH3:21][O:20][C:14]1[CH:13]=[C:12]([NH:11][C:4]2[C:5]3[N:10]=[CH:9][S:8][C:6]=3[N:7]=[C:2]([C:36]3[CH:37]=[CH:38][C:33]([C:32]([NH:31][CH2:30][CH2:29][C:27]4[CH:26]=[CH:25][NH:24][C:23](=[O:22])[CH:28]=4)=[O:48])=[CH:34][CH:35]=3)[N:3]=2)[CH:17]=[CH:16][C:15]=1[O:18][CH3:19]. The yield is 0.0900. (7) The reactants are [N+:1]([C:4]1[CH:5]=[C:6]([CH:10]=[C:11]([N+:13]([O-:15])=[O:14])[CH:12]=1)[C:7]([OH:9])=[O:8])([O-:3])=[O:2].C(=O)([O-])O.[Na+].[I-].[Na+].Cl[CH2:24][CH2:25][CH2:26][CH2:27][CH2:28][CH2:29][OH:30]. The catalyst is CN1CCCC1=O.O. The product is [N+:1]([C:4]1[CH:5]=[C:6]([CH:10]=[C:11]([N+:13]([O-:15])=[O:14])[CH:12]=1)[C:7]([O:9][CH2:24][CH2:25][CH2:26][CH2:27][CH2:28][CH2:29][OH:30])=[O:8])([O-:3])=[O:2]. The yield is 0.910. (8) The reactants are [NH2:1][C:2]1[CH:3]=[C:4]([CH:8]=[CH:9][C:10]=1[CH3:11])[C:5]([OH:7])=O.[NH:12]1[CH2:17][CH2:16][CH2:15][C@@H:14]2[C:18]3[CH:19]=[CH:20][CH:21]=[CH:22][C:23]=3[CH2:24][C@H:13]12.F[P-](F)(F)(F)(F)F.N1(OC(N(C)C)=[N+](C)C)C2N=CC=CC=2N=N1. The yield is 0.630. No catalyst specified. The product is [NH2:1][C:2]1[CH:3]=[C:4]([C:5]([N:12]2[CH2:17][CH2:16][CH2:15][C@@H:14]3[C:18]4[CH:19]=[CH:20][CH:21]=[CH:22][C:23]=4[CH2:24][C@H:13]23)=[O:7])[CH:8]=[CH:9][C:10]=1[CH3:11]. (9) The reactants are [CH3:1][N:2]1[C:6]([C:7]2[CH:8]=[C:9]([C:12]([O:14][CH3:15])=[O:13])[S:10][CH:11]=2)=[CH:5][CH:4]=[N:3]1.[B-](F)(F)(F)[F:17].[B-](F)(F)(F)F.C1[N+]2(CCl)CC[N+](F)(CC2)C1.O. The catalyst is C1COCC1. The product is [F:17][C:5]1[CH:4]=[N:3][N:2]([CH3:1])[C:6]=1[C:7]1[CH:8]=[C:9]([C:12]([O:14][CH3:15])=[O:13])[S:10][CH:11]=1. The yield is 0.330. (10) The reactants are [C:1]([O:5][C:6]([NH:8][C@H:9]([CH2:21][C:22]1[CH:27]=[C:26]([F:28])[C:25]([F:29])=[CH:24][C:23]=1[F:30])[CH2:10][C:11]([N:13]1[CH2:17][CH2:16][S:15][CH:14]1[C:18]([OH:20])=O)=[O:12])=[O:7])([CH3:4])([CH3:3])[CH3:2].[CH2:31]([NH2:38])[C:32]1[CH:37]=[CH:36][CH:35]=[CH:34][CH:33]=1.CCN=C=NCCCN(C)C.CCN(CC)CC. The catalyst is C(Cl)Cl. The product is [CH2:31]([NH:38][C:18]([CH:14]1[N:13]([C:11](=[O:12])[CH2:10][C@H:9]([NH:8][C:6](=[O:7])[O:5][C:1]([CH3:2])([CH3:4])[CH3:3])[CH2:21][C:22]2[CH:27]=[C:26]([F:28])[C:25]([F:29])=[CH:24][C:23]=2[F:30])[CH2:17][CH2:16][S:15]1)=[O:20])[C:32]1[CH:37]=[CH:36][CH:35]=[CH:34][CH:33]=1. The yield is 0.280.